From a dataset of Catalyst prediction with 721,799 reactions and 888 catalyst types from USPTO. Predict which catalyst facilitates the given reaction. (1) Reactant: [CH:1]([N:14]1[CH2:17][CH:16](OS(C)(=O)=O)[CH2:15]1)([C:8]1[CH:13]=[CH:12][CH:11]=[CH:10][CH:9]=1)[C:2]1[CH:7]=[CH:6][CH:5]=[CH:4][CH:3]=1.O.[C-:24]#[N:25].[Na+].C(=O)([O-])[O-].[Na+].[Na+]. Product: [CH:1]([N:14]1[CH2:17][CH:16]([C:24]#[N:25])[CH2:15]1)([C:8]1[CH:13]=[CH:12][CH:11]=[CH:10][CH:9]=1)[C:2]1[CH:7]=[CH:6][CH:5]=[CH:4][CH:3]=1. The catalyst class is: 42. (2) Reactant: [H-].[Na+].[Br:3][C:4]1[CH:5]=[C:6]([OH:22])[CH:7]=[C:8]([Br:21])[C:9]=1[O:10][C:11]1[CH:16]=[CH:15][C:14]([OH:17])=[C:13]([CH:18]([CH3:20])[CH3:19])[CH:12]=1.ClC1C=CC(S(O[CH2:34][P:35](=[O:40])([O:38][CH3:39])[O:36][CH3:37])(=O)=O)=CC=1. Product: [CH3:37][O:36][P:35]([CH2:34][O:22][C:6]1[CH:5]=[C:4]([Br:3])[C:9]([O:10][C:11]2[CH:16]=[CH:15][C:14]([OH:17])=[C:13]([CH:18]([CH3:20])[CH3:19])[CH:12]=2)=[C:8]([Br:21])[CH:7]=1)(=[O:40])[O:38][CH3:39]. The catalyst class is: 3. (3) Reactant: [CH3:1][O:2][CH2:3][CH2:4][CH2:5][CH2:6][C:7]1[CH:8]=[C:9]([CH:12]=[CH:13][CH:14]=1)[CH:10]=[O:11].CO.[BH4-].[Na+].Cl. Product: [CH3:1][O:2][CH2:3][CH2:4][CH2:5][CH2:6][C:7]1[CH:8]=[C:9]([CH2:10][OH:11])[CH:12]=[CH:13][CH:14]=1. The catalyst class is: 1. (4) The catalyst class is: 25. Product: [CH3:29][NH:30][C:23]([C:19]1[C:18]2=[CH:28][N:15]([CH2:14][C:3]3[CH:4]=[N:5][C:6]([O:8][CH2:9][C:10]([F:12])([F:13])[F:11])=[CH:7][C:2]=3[CH3:1])[N:16]=[C:17]2[CH:22]=[CH:21][N:20]=1)=[O:24]. Reactant: [CH3:1][C:2]1[CH:7]=[C:6]([O:8][CH2:9][C:10]([F:13])([F:12])[F:11])[N:5]=[CH:4][C:3]=1[CH2:14][N:15]1[CH:28]=[C:18]2[C:19]([C:23](OCC)=[O:24])=[N:20][CH:21]=[CH:22][C:17]2=[N:16]1.[CH3:29][NH2:30]. (5) Product: [S:21]1[C:20]2[CH:24]=[CH:23][CH:22]=[C:42]([C:2]3[CH:3]=[CH:4][C:5]4[NH:6][C:7]5[C:12]([C:13]=4[CH:14]=3)=[CH:11][C:10]([C:25]3[C:23]4[CH:24]=[CH:20][S:21][C:22]=4[CH:28]=[CH:27][CH:26]=3)=[CH:9][CH:8]=5)[C:41]=2[CH:40]=[CH:39]1. The catalyst class is: 226. Reactant: Br[C:2]1[CH:3]=[CH:4][C:5]2[NH:6][C:7]3[C:12]([C:13]=2[CH:14]=1)=[CH:11][C:10](Br)=[CH:9][CH:8]=3.C1[C:24]2[C:23]3[CH:25]=[CH:26][CH:27]=[CH:28][C:22]=3[S:21][C:20]=2C(B(O)O)=CC=1.C(=O)([O-])[O-].[K+].[K+].O1[CH2:42][CH2:41][CH2:40][CH2:39]1.